This data is from Full USPTO retrosynthesis dataset with 1.9M reactions from patents (1976-2016). The task is: Predict the reactants needed to synthesize the given product. (1) Given the product [B:26]([C:4]1[CH:5]=[CH:6][C:7]([C:8]([NH:9][CH2:10][CH2:11][CH2:12][CH2:13][CH2:14][CH2:15][CH2:16][CH2:17][CH2:18][CH2:19][CH2:20][C:21]([OH:23])=[O:22])=[O:25])=[C:2]([F:1])[CH:3]=1)([OH:27])[OH:28], predict the reactants needed to synthesize it. The reactants are: [F:1][C:2]1[CH:3]=[C:4]([B:26]([OH:28])[OH:27])[CH:5]=[CH:6][C:7]=1[C:8](=[O:25])[NH:9][CH2:10][CH2:11][CH2:12][CH2:13][CH2:14][CH2:15][CH2:16][CH2:17][CH2:18][CH2:19][CH2:20][C:21]([O:23]C)=[O:22].[OH-].[Li+].CO. (2) Given the product [C:23]([O:26][C:27]([N:4]1[CH:5]([CH3:10])[CH2:6][C:7](=[O:9])[CH2:8][CH:3]1[CH3:2])=[O:28])([CH3:25])([CH3:24])[CH3:22], predict the reactants needed to synthesize it. The reactants are: Cl.[CH3:2][CH:3]1[CH2:8][C:7](=[O:9])[CH2:6][CH:5]([CH3:10])[NH:4]1.O1CCOCC1.C(=O)(O)[O-].[Na+].[CH3:22][C:23]([O:26][C:27](O[C:27]([O:26][C:23]([CH3:25])([CH3:24])[CH3:22])=[O:28])=[O:28])([CH3:25])[CH3:24].